The task is: Predict the reaction yield, written as a fraction of the theoretical maximum amount of product (1.0 means a 100% yield; for example, 0.34 means a 34% yield).. This data is from Reaction yield outcomes from USPTO patents with 853,638 reactions. (1) The reactants are [CH2:1]=[O:2].OS(O)(=O)=O.C([N:11]1[C:15](=[O:16])[C:14]2=[CH:17][CH:18]=[CH:19][CH:20]=[C:13]2[C:12]1=[O:21])C=C.[OH2:22]. No catalyst specified. The product is [O:2]1[CH2:19][CH2:20][CH:13]([CH2:12][C:20]2[CH:19]=[CH:18][CH:17]=[C:14]3[C:15]([NH:11][C:12](=[O:21])[C:13]=23)=[O:16])[O:22][CH2:1]1. The yield is 0.540. (2) The reactants are [Cl:1][C:2]1[C:3]2[CH:10]=[CH:9][N:8]([C@H:11]3[C@@H:15]4[O:16][C:17]([CH3:20])([CH3:19])[O:18][C@@H:14]4[C@@H:13]([CH2:21]O)[CH2:12]3)[C:4]=2[N:5]=[CH:6][N:7]=1.C1C=CC(P(C2C=CC=CC=2)C2C=CC=CC=2)=CC=1.C1C=CC(OP(OC2C=CC=CC=2)([N:51]=[N+:52]=[N-:53])=O)=CC=1. The catalyst is C1COCC1. The product is [N:51]([CH2:21][C@@H:13]1[C@H:14]2[O:18][C:17]([CH3:19])([CH3:20])[O:16][C@H:15]2[C@H:11]([N:8]2[C:4]3[N:5]=[CH:6][N:7]=[C:2]([Cl:1])[C:3]=3[CH:10]=[CH:9]2)[CH2:12]1)=[N+:52]=[N-:53]. The yield is 0.780.